This data is from Catalyst prediction with 721,799 reactions and 888 catalyst types from USPTO. The task is: Predict which catalyst facilitates the given reaction. Reactant: [CH3:1][C:2]([C:4]1[CH:9]=[CH:8][CH:7]=[CH:6][CH:5]=1)=[CH2:3].[CH:10]([Br:13])(Br)[Br:11].[OH-].[Na+]. Product: [Br:11][C:10]1([Br:13])[CH2:1][C:2]1([CH3:3])[C:4]1[CH:9]=[CH:8][CH:7]=[CH:6][CH:5]=1. The catalyst class is: 568.